This data is from Reaction yield outcomes from USPTO patents with 853,638 reactions. The task is: Predict the reaction yield, written as a fraction of the theoretical maximum amount of product (1.0 means a 100% yield; for example, 0.34 means a 34% yield). (1) The reactants are Cl.[N+:2]([C:5]1[CH:12]=[CH:11][CH:10]=[C:9]([O:13][CH2:14][CH:15]2[CH2:20][CH2:19][CH2:18][NH:17][CH2:16]2)[C:6]=1[C:7]#[N:8])([O-:4])=[O:3].C(N(CC)CC)C.[CH2:28]([N:31]=[C:32]=[O:33])[CH2:29][CH3:30]. The catalyst is C1COCC1. The product is [C:7]([C:6]1[C:5]([N+:2]([O-:4])=[O:3])=[CH:12][CH:11]=[CH:10][C:9]=1[O:13][CH2:14][CH:15]1[CH2:20][CH2:19][CH2:18][N:17]([C:32]([NH:31][CH2:28][CH2:29][CH3:30])=[O:33])[CH2:16]1)#[N:8]. The yield is 1.00. (2) The reactants are [Cl:1][C:2]1[CH:7]=[CH:6][C:5]([C:8]2[S:9][CH:10]=[C:11]([C:13]([CH3:17])([CH3:16])[CH2:14][NH2:15])[N:12]=2)=[CH:4][CH:3]=1.[F:18][C:19]([F:35])([F:34])[C:20]1[O:24][N:23]=[C:22]([C:25]2[CH:26]=[N:27][CH:28]=[C:29]([CH:33]=2)[C:30](O)=[O:31])[N:21]=1. No catalyst specified. The product is [Cl:1][C:2]1[CH:3]=[CH:4][C:5]([C:8]2[S:9][CH:10]=[C:11]([C:13]([CH3:17])([CH3:16])[CH2:14][NH:15][C:30](=[O:31])[C:29]3[CH:33]=[C:25]([C:22]4[N:21]=[C:20]([C:19]([F:35])([F:34])[F:18])[O:24][N:23]=4)[CH:26]=[N:27][CH:28]=3)[N:12]=2)=[CH:6][CH:7]=1. The yield is 0.510. (3) The reactants are S(S([O-])=O)([O-])=O.[Na+].[Na+].[NH2:9][C:10]1[N:15]([C:16]2[CH:21]=[C:20]([Cl:22])[CH:19]=[C:18]([Cl:23])[CH:17]=2)[C:14](=[S:24])[NH:13][C:12](=[O:25])[C:11]=1[N:26]=O.S(=O)(=O)(O)O. The catalyst is O.N. The product is [NH2:26][C:11]1[C:12](=[O:25])[NH:13][C:14](=[S:24])[N:15]([C:16]2[CH:17]=[C:18]([Cl:23])[CH:19]=[C:20]([Cl:22])[CH:21]=2)[C:10]=1[NH2:9]. The yield is 0.860. (4) The reactants are [CH3:1][S:2]([C:5]1[CH:10]=[CH:9][C:8]([NH:11][C:12]2[C:17]([N+:18]([O-:20])=[O:19])=[C:16]([O:21][CH:22]3[CH2:27][CH2:26][NH:25][CH2:24][CH2:23]3)[N:15]=[CH:14][N:13]=2)=[CH:7][CH:6]=1)(=[O:4])=[O:3].[CH3:28][CH:29]([CH3:33])[CH2:30][CH:31]=O.[BH4-].[Na+]. The catalyst is CO. The product is [CH3:1][S:2]([C:5]1[CH:10]=[CH:9][C:8]([NH:11][C:12]2[C:17]([N+:18]([O-:20])=[O:19])=[C:16]([O:21][CH:22]3[CH2:27][CH2:26][N:25]([CH2:31][CH2:30][CH:29]([CH3:33])[CH3:28])[CH2:24][CH2:23]3)[N:15]=[CH:14][N:13]=2)=[CH:7][CH:6]=1)(=[O:4])=[O:3]. The yield is 0.360. (5) The reactants are C(N(CC)CC)C.[CH2:8]([OH:11])[C:9]#[CH:10].Cl[C:13]1[N:14]=[C:15]2[C:20](=[CH:21][CH:22]=1)[N:19]([CH3:23])[CH:18]=[C:17]([C:24]([O:26][CH2:27][CH3:28])=[O:25])[C:16]2=[O:29].CN(C=O)C. The catalyst is CCOCC.Cl[Pd](Cl)([P](C1C=CC=CC=1)(C1C=CC=CC=1)C1C=CC=CC=1)[P](C1C=CC=CC=1)(C1C=CC=CC=1)C1C=CC=CC=1. The product is [OH:11][CH2:8][C:9]#[C:10][C:13]1[N:14]=[C:15]2[C:20](=[CH:21][CH:22]=1)[N:19]([CH3:23])[CH:18]=[C:17]([C:24]([O:26][CH2:27][CH3:28])=[O:25])[C:16]2=[O:29]. The yield is 0.550. (6) The reactants are [F:1][C:2]([F:20])([F:19])[C:3](=O)[CH2:4][C:5]([C:7]1[CH:17]=[CH:16][C:10]2[O:11][CH2:12][C:13](=[O:15])[NH:14][C:9]=2[CH:8]=1)=O.Cl.[Br:22][C:23]1[CH:24]=[C:25]([NH:29][NH2:30])[CH:26]=[CH:27][CH:28]=1. No catalyst specified. The product is [Br:22][C:23]1[CH:24]=[C:25]([N:29]2[C:5]([C:7]3[CH:17]=[CH:16][C:10]4[O:11][CH2:12][C:13](=[O:15])[NH:14][C:9]=4[CH:8]=3)=[CH:4][C:3]([C:2]([F:20])([F:19])[F:1])=[N:30]2)[CH:26]=[CH:27][CH:28]=1. The yield is 0.860. (7) The reactants are [NH2:1][C:2]1[C:3]([C:7]2[N:8]([CH2:30][CH3:31])[C:9]3[CH:14]=[C:13]([O:15][CH2:16][CH2:17][CH2:18][CH2:19][NH:20][C:21](=[O:27])[O:22][C:23]([CH3:26])([CH3:25])[CH3:24])[N:12]=[C:11](Cl)[C:10]=3[N:29]=2)=[N:4][O:5][N:6]=1.[OH:32][C:33]([CH3:37])([C:35]#[CH:36])[CH3:34].C(N(CC)CC)C. The catalyst is CN(C=O)C.[Cu]I. The product is [NH2:1][C:2]1[C:3]([C:7]2[N:8]([CH2:30][CH3:31])[C:9]3[CH:14]=[C:13]([O:15][CH2:16][CH2:17][CH2:18][CH2:19][NH:20][C:21](=[O:27])[O:22][C:23]([CH3:26])([CH3:25])[CH3:24])[N:12]=[C:11]([C:36]#[C:35][C:33]([OH:32])([CH3:37])[CH3:34])[C:10]=3[N:29]=2)=[N:4][O:5][N:6]=1. The yield is 0.580. (8) The reactants are [N:1]1([CH2:7][CH2:8][CH2:9][N:10]2C(=O)C3C(=CC=CC=3)C2=O)[CH2:6][CH2:5][S:4][CH2:3][CH2:2]1.O.NN. The catalyst is C(O)C. The product is [N:1]1([CH2:7][CH2:8][CH2:9][NH2:10])[CH2:6][CH2:5][S:4][CH2:3][CH2:2]1. The yield is 0.650.